This data is from Catalyst prediction with 721,799 reactions and 888 catalyst types from USPTO. The task is: Predict which catalyst facilitates the given reaction. (1) Reactant: [C:1]1([C:7]2[CH:34]=[CH:33][C:10]3[N:11]=[C:12]([CH2:14][C:15]4[O:19][C:18]([CH2:20][NH:21][S:22]([NH:25]C(=O)OC(C)(C)C)(=[O:24])=[O:23])=[N:17][N:16]=4)[S:13][C:9]=3[CH:8]=2)[CH:6]=[CH:5][CH:4]=[CH:3][CH:2]=1.C(O)(C(F)(F)F)=O. Product: [C:1]1([C:7]2[CH:34]=[CH:33][C:10]3[N:11]=[C:12]([CH2:14][C:15]4[O:19][C:18]([CH2:20][NH:21][S:22](=[O:23])(=[O:24])[NH2:25])=[N:17][N:16]=4)[S:13][C:9]=3[CH:8]=2)[CH:2]=[CH:3][CH:4]=[CH:5][CH:6]=1. The catalyst class is: 2. (2) Reactant: CN(C(ON1N=NC2C=CC=NC1=2)=[N+](C)C)C.F[P-](F)(F)(F)(F)F.[CH2:25]([N:32]1[N:36]2[CH:37]=[CH:38][CH:39]=[CH:40][C:35]2=[C:34]([C:41]([OH:43])=O)[C:33]1=[O:44])[C:26]1[CH:31]=[CH:30][CH:29]=[CH:28][CH:27]=1.[CH3:45][O:46][C:47]1[CH:56]=[C:55]2[C:50]([C:51]([O:57][C:58]3[CH:59]=[CH:60][C:61]([NH2:64])=[N:62][CH:63]=3)=[CH:52][CH:53]=[N:54]2)=[CH:49][CH:48]=1.C(N(CC)CC)C. Product: [CH2:25]([N:32]1[N:36]2[CH:37]=[CH:38][CH:39]=[CH:40][C:35]2=[C:34]([C:41]([NH:64][C:61]2[CH:60]=[CH:59][C:58]([O:57][C:51]3[C:50]4[C:55](=[CH:56][C:47]([O:46][CH3:45])=[CH:48][CH:49]=4)[N:54]=[CH:53][CH:52]=3)=[CH:63][N:62]=2)=[O:43])[C:33]1=[O:44])[C:26]1[CH:27]=[CH:28][CH:29]=[CH:30][CH:31]=1. The catalyst class is: 173. (3) Reactant: [Cl:1][C:2]1[CH:3]=[C:4]([C:9]2[O:13][N:12]=[CH:11][C:10]=2[C:14](OCC)=[O:15])[CH:5]=[CH:6][C:7]=1[Cl:8].[H-].C([Al+]CC(C)C)C(C)C.Cl. Product: [Cl:1][C:2]1[CH:3]=[C:4]([C:9]2[O:13][N:12]=[CH:11][C:10]=2[CH2:14][OH:15])[CH:5]=[CH:6][C:7]=1[Cl:8]. The catalyst class is: 7.